This data is from Forward reaction prediction with 1.9M reactions from USPTO patents (1976-2016). The task is: Predict the product of the given reaction. (1) Given the reactants Br.Br[CH2:3][C:4]([C:6]1[CH:11]=[CH:10][N:9]=[CH:8][CH:7]=1)=O.[OH:12][C:13]1[CH:14]=[C:15]([NH:21][C:22]([NH2:24])=[S:23])[CH:16]=[CH:17][C:18]=1[O:19][CH3:20].N, predict the reaction product. The product is: [CH3:20][O:19][C:18]1[CH:17]=[CH:16][C:15]([NH:21][C:22]2[S:23][CH:3]=[C:4]([C:6]3[CH:11]=[CH:10][N:9]=[CH:8][CH:7]=3)[N:24]=2)=[CH:14][C:13]=1[OH:12]. (2) Given the reactants [N:1]1[C:6]2[CH:7]=[CH:8][CH:9]=[N:10][C:5]=2[C:4](O)=[N:3][CH:2]=1.C(Cl)(=O)C([Cl:15])=O, predict the reaction product. The product is: [Cl:15][C:4]1[C:5]2[N:10]=[CH:9][CH:8]=[CH:7][C:6]=2[N:1]=[CH:2][N:3]=1. (3) Given the reactants C([O:8][C:9]1[CH:57]=[CH:56][C:12]([CH2:13][C@H:14]([NH:28][C:29](=[O:55])[C:30]2[CH:53]=[C:52]([CH3:54])[CH:51]=[C:32]([C:33]([N:35]([CH2:39][CH2:40][CH2:41][CH2:42][O:43]CC3C=CC=CC=3)[CH2:36][CH2:37][CH3:38])=[O:34])[CH:31]=2)[C@H:15]([OH:27])[CH2:16][NH:17][CH2:18][C:19]2[CH:24]=[CH:23][CH:22]=[C:21]([O:25][CH3:26])[CH:20]=2)=[CH:11][CH:10]=1)C1C=CC=CC=1, predict the reaction product. The product is: [OH:43][CH2:42][CH2:41][CH2:40][CH2:39][N:35]([CH2:36][CH2:37][CH3:38])[C:33](=[O:34])[C:32]1[CH:51]=[C:52]([CH3:54])[CH:53]=[C:30]([C:29]([NH:28][C@@H:14]([CH2:13][C:12]2[CH:56]=[CH:57][C:9]([OH:8])=[CH:10][CH:11]=2)[CH:15]([OH:27])[CH2:16][NH:17][CH2:18][C:19]2[CH:24]=[CH:23][CH:22]=[C:21]([O:25][CH3:26])[CH:20]=2)=[O:55])[CH:31]=1. (4) Given the reactants [CH3:1][O:2][C:3]1[C:4]([CH3:12])=[C:5]([CH:9]=[CH:10][CH:11]=1)[C:6]([OH:8])=O.C(OC([N:23]1[CH2:28][CH2:27][CH:26]([C:29]#[N:30])[CH2:25][CH2:24]1)=O)C1C=CC=CC=1, predict the reaction product. The product is: [CH3:1][O:2][C:3]1[CH:11]=[CH:10][CH:9]=[C:5]2[C:4]=1[CH:12]=[C:29]([CH:26]1[CH2:27][CH2:28][NH:23][CH2:24][CH2:25]1)[NH:30][C:6]2=[O:8]. (5) The product is: [F:22][C:23]1([F:37])[CH2:25][CH:24]1[CH2:26][O:27][C:28]1[CH:36]=[CH:35][C:31]([C:32]([NH:1][CH:2]([CH2:10][C:11]2[CH:12]=[CH:13][C:14]([O:17][C:18]([F:19])([F:20])[F:21])=[CH:15][CH:16]=2)[C:3]([OH:5])=[O:4])=[O:33])=[CH:30][CH:29]=1. Given the reactants [NH2:1][CH:2]([CH2:10][C:11]1[CH:16]=[CH:15][C:14]([O:17][C:18]([F:21])([F:20])[F:19])=[CH:13][CH:12]=1)[C:3]([O:5]C(C)(C)C)=[O:4].[F:22][C:23]1([F:37])[CH2:25][CH:24]1[CH2:26][O:27][C:28]1[CH:36]=[CH:35][C:31]([C:32](O)=[O:33])=[CH:30][CH:29]=1, predict the reaction product. (6) Given the reactants [CH3:1][N:2]1[C:6]2[CH:7]=[CH:8][C:9]([C:11]([OH:13])=O)=[CH:10][C:5]=2[N:4]=[C:3]1[NH:14][C:15]1[S:16][C:17]2[CH:23]=[C:22]([O:24][C:25]([F:28])([F:27])[F:26])[CH:21]=[CH:20][C:18]=2[N:19]=1.Cl.N[CH:31]1[CH2:36][CH2:35][O:34][CH:33](C)[CH2:32]1.[CH3:38][N:39](C(ON1N=NC2C=CC=CC1=2)=[N+](C)C)C.F[P-](F)(F)(F)(F)F.CCN(C(C)C)C(C)C, predict the reaction product. The product is: [O:34]1[CH2:33][CH2:32][CH:31]([CH2:38][NH:39][C:11]([C:9]2[CH:8]=[CH:7][C:6]3[N:2]([CH3:1])[C:3]([NH:14][C:15]4[S:16][C:17]5[CH:23]=[C:22]([O:24][C:25]([F:28])([F:27])[F:26])[CH:21]=[CH:20][C:18]=5[N:19]=4)=[N:4][C:5]=3[CH:10]=2)=[O:13])[CH2:36][CH2:35]1.